Dataset: Reaction yield outcomes from USPTO patents with 853,638 reactions. Task: Predict the reaction yield, written as a fraction of the theoretical maximum amount of product (1.0 means a 100% yield; for example, 0.34 means a 34% yield). (1) The reactants are [Br:1][C:2]1[CH:11]=[C:10]2[C:5]([CH:6]=[CH:7][C:8]([C:12]([OH:14])=O)=[N:9]2)=[N:4][CH:3]=1.[NH2:15][C:16]1[CH:17]=[N:18][CH:19]=[CH:20][C:21]=1[N:22]1[CH2:27][C@H:26]([CH3:28])[C@@H:25]([O:29][Si](C(C)(C)C)(C)C)[C@H:24]([NH:37]C(=O)OC(C)(C)C)[CH2:23]1.CCN(C(C)C)C(C)C.CN(C(ON1N=NC2C=CC=NC1=2)=[N+](C)C)C.F[P-](F)(F)(F)(F)F.C(O)(C(F)(F)F)=O. The catalyst is CN(C=O)C. The product is [NH2:37][C@H:24]1[C@H:25]([OH:29])[C@@H:26]([CH3:28])[CH2:27][N:22]([C:21]2[CH:20]=[CH:19][N:18]=[CH:17][C:16]=2[NH:15][C:12]([C:8]2[CH:7]=[CH:6][C:5]3[C:10](=[CH:11][C:2]([Br:1])=[CH:3][N:4]=3)[N:9]=2)=[O:14])[CH2:23]1. The yield is 0.690. (2) The reactants are [C:1]([O:5][C:6]([N:8]1[CH2:13][CH2:12][N:11]([C:14]2C(=O)N(CC(C)C)N=C(C3C=CC(C)=C(F)C=3)C=2C)[CH2:10][CH2:9]1)=[O:7])([CH3:4])([CH3:3])[CH3:2].[Cl:34][C:35]1[CH:36]=[C:37]([C:43]2[C:44](C)=[C:45](OS(C)(=O)=O)[C:46](=[O:53])[N:47]([CH2:49][CH:50]([CH3:52])[CH3:51])[N:48]=2)[CH:38]=[CH:39][C:40]=1[O:41][CH3:42].N1(C(OC(C)(C)C)=O)CCNCC1. No catalyst specified. The product is [C:1]([O:5][C:6]([N:8]1[CH2:13][CH2:12][N:11]([CH2:14][C:45]2[C:46](=[O:53])[N:47]([CH2:49][CH:50]([CH3:51])[CH3:52])[N:48]=[C:43]([C:37]3[CH:38]=[CH:39][C:40]([O:41][CH3:42])=[C:35]([Cl:34])[CH:36]=3)[CH:44]=2)[CH2:10][CH2:9]1)=[O:7])([CH3:4])([CH3:3])[CH3:2]. The yield is 0.890. (3) The reactants are N[C:2]1[CH:3]=[N:4][CH:5]=[CH:6][C:7]=1O.CS(C1[N:18]=[C:17]([O:19][CH3:20])[CH:16]=[C:15]([O:21][CH3:22])[N:14]=1)(=O)=O.[C:23]([O-:26])([O-])=O.[K+].[K+].O.C[N:31](C=O)C. The product is [CH3:22][O:21][C:15]1[CH:16]=[C:17]([O:19][CH3:20])[N:18]=[C:23]([O:26][C:2]2[C:3]([NH2:31])=[N:4][CH:5]=[CH:6][CH:7]=2)[N:14]=1. The yield is 0.810. No catalyst specified. (4) The reactants are [CH3:1][O:2][C:3]1[CH:4]=[C:5]2[C:9](=[CH:10][CH:11]=1)[NH:8][C:7]([C:12](O)=[O:13])=[CH:6]2.C(OCC)(=O)C. The catalyst is CCOCC.Cl.C1COCC1.O=[Mn]=O. The product is [CH3:1][O:2][C:3]1[CH:4]=[C:5]2[C:9](=[CH:10][CH:11]=1)[NH:8][C:7]([CH:12]=[O:13])=[CH:6]2. The yield is 0.360.